From a dataset of Peptide-MHC class I binding affinity with 185,985 pairs from IEDB/IMGT. Regression. Given a peptide amino acid sequence and an MHC pseudo amino acid sequence, predict their binding affinity value. This is MHC class I binding data. The peptide sequence is GKDGPKLKQW. The MHC is Mamu-B17 with pseudo-sequence Mamu-B17. The binding affinity (normalized) is 0.